This data is from Tox21: 12 toxicity assays (nuclear receptors and stress response pathways). The task is: Binary classification across 12 toxicity assays. The drug is CCN(CC)c1ccc(C(=C2C=CC(=[N+](CC)CC)C=C2)c2ccc(S(=O)(=O)[O-])cc2S(=O)(=O)[O-])cc1. It tested positive (active) for: NR-Aromatase (Aromatase enzyme inhibition).